From a dataset of Human liver microsome stability data. Regression/Classification. Given a drug SMILES string, predict its absorption, distribution, metabolism, or excretion properties. Task type varies by dataset: regression for continuous measurements (e.g., permeability, clearance, half-life) or binary classification for categorical outcomes (e.g., BBB penetration, CYP inhibition). Dataset: hlm. The compound is CCN(CC)CCCCN=C(Nc1ccnc2cc(Cl)ccc12)C(C)C. The result is 0 (unstable in human liver microsomes).